Dataset: Catalyst prediction with 721,799 reactions and 888 catalyst types from USPTO. Task: Predict which catalyst facilitates the given reaction. Reactant: [C:1]([C:3]1[CH:13]=[CH:12][C:6]([C:7]([O:9][CH2:10][CH3:11])=[O:8])=[CH:5][C:4]=1[NH:14][C@H:15]1[CH2:20][CH2:19][C@H:18]([NH:21]C(OC(C)(C)C)=O)[CH2:17][CH2:16]1)#[N:2]. Product: [NH2:21][C@H:18]1[CH2:19][CH2:20][C@H:15]([NH:14][C:4]2[CH:5]=[C:6]([CH:12]=[CH:13][C:3]=2[C:1]#[N:2])[C:7]([O:9][CH2:10][CH3:11])=[O:8])[CH2:16][CH2:17]1. The catalyst class is: 281.